Dataset: Full USPTO retrosynthesis dataset with 1.9M reactions from patents (1976-2016). Task: Predict the reactants needed to synthesize the given product. (1) Given the product [NH2:1][C:2]1[N:7]=[CH:6][C:5]([C:8]#[C:9][C:10]2[C:11]([CH2:26][CH3:27])=[N:12][CH:13]=[CH:14][C:15]=2[C:16]2[CH:24]=[CH:23][C:19]([C:20]([N:34]3[CH2:35][CH2:36][N:31]([C:28](=[O:30])[CH3:29])[CH2:32][CH2:33]3)=[O:21])=[C:18]([F:25])[CH:17]=2)=[CH:4][CH:3]=1, predict the reactants needed to synthesize it. The reactants are: [NH2:1][C:2]1[N:7]=[CH:6][C:5]([C:8]#[C:9][C:10]2[C:11]([CH2:26][CH3:27])=[N:12][CH:13]=[CH:14][C:15]=2[C:16]2[CH:24]=[CH:23][C:19]([C:20](O)=[O:21])=[C:18]([F:25])[CH:17]=2)=[CH:4][CH:3]=1.[C:28]([N:31]1[CH2:36][CH2:35][NH:34][CH2:33][CH2:32]1)(=[O:30])[CH3:29].CN(C(ON1N=NC2C=CC=NC1=2)=[N+](C)C)C.F[P-](F)(F)(F)(F)F.CCN(C(C)C)C(C)C. (2) Given the product [C:15]([C:17]1[CH:24]=[CH:23][C:20]([CH:21]2[C:28]([C:27]([N:26]([CH3:33])[CH3:25])=[O:32])=[C:29]([CH3:30])[N:9]([C:5]3[CH:6]=[CH:7][CH:8]=[C:3]([C:2]([F:1])([F:13])[F:14])[CH:4]=3)[C:10](=[S:11])[NH:12]2)=[CH:19][CH:18]=1)#[N:16], predict the reactants needed to synthesize it. The reactants are: [F:1][C:2]([F:14])([F:13])[C:3]1[CH:4]=[C:5]([NH:9][C:10]([NH2:12])=[S:11])[CH:6]=[CH:7][CH:8]=1.[C:15]([C:17]1[CH:24]=[CH:23][C:20]([CH:21]=O)=[CH:19][CH:18]=1)#[N:16].[CH3:25][N:26]([CH3:33])[C:27](=[O:32])[CH2:28][C:29](=O)[CH3:30]. (3) Given the product [Cl:17][C:18]1[CH:19]=[C:20]([NH:32][C:14](=[O:16])[CH2:13][NH:12][C:3]2[CH:4]=[CH:5][C:6]([C:8]([F:9])([F:10])[F:11])=[CH:7][C:2]=2[F:1])[CH:21]=[CH:22][C:23]=1[O:24][CH2:25][CH2:26][N:27]([CH2:30][CH3:31])[CH2:28][CH3:29], predict the reactants needed to synthesize it. The reactants are: [F:1][C:2]1[CH:7]=[C:6]([C:8]([F:11])([F:10])[F:9])[CH:5]=[CH:4][C:3]=1[NH:12][CH2:13][C:14]([OH:16])=O.[Cl:17][C:18]1[CH:19]=[C:20]([NH2:32])[CH:21]=[CH:22][C:23]=1[O:24][CH2:25][CH2:26][N:27]([CH2:30][CH3:31])[CH2:28][CH3:29]. (4) The reactants are: [NH2:1][C:2]1[NH:6][N:5]=[C:4]([NH:7][C:8]2[CH:13]=[CH:12][C:11]([N:14]3[CH2:19][CH2:18][O:17][CH2:16][C:15]3=[O:20])=[CH:10][CH:9]=2)[C:3]=1[C:21]([NH2:23])=[O:22].[CH3:24][C:25]1[CH:26]=[C:27]([CH:30]=[C:31]([CH3:34])[C:32]=1[OH:33])[CH:28]=O.CN(C=O)C.[BH4-].[Na+]. Given the product [OH:33][C:32]1[C:31]([CH3:34])=[CH:30][C:27]([CH2:28][NH:1][C:2]2[NH:6][N:5]=[C:4]([NH:7][C:8]3[CH:13]=[CH:12][C:11]([N:14]4[CH2:19][CH2:18][O:17][CH2:16][C:15]4=[O:20])=[CH:10][CH:9]=3)[C:3]=2[C:21]([NH2:23])=[O:22])=[CH:26][C:25]=1[CH3:24], predict the reactants needed to synthesize it.